This data is from Catalyst prediction with 721,799 reactions and 888 catalyst types from USPTO. The task is: Predict which catalyst facilitates the given reaction. (1) Product: [CH2:1]([O:8][CH2:9][N:10]1[C:32](=[O:33])[C:31]([CH3:34])=[CH:30][N:12]([C@@H:13]2[O:20][C@H:17]([C:18](=[O:52])[OH:19])[C@@:15]([CH2:21][O:22][CH2:23][C:24]3[CH:29]=[CH:28][CH:27]=[CH:26][CH:25]=3)([OH:16])[CH2:14]2)[C:11]1=[O:35])[C:2]1[CH:3]=[CH:4][CH:5]=[CH:6][CH:7]=1. The catalyst class is: 16. Reactant: [CH2:1]([O:8][CH2:9][N:10]1[C:32](=[O:33])[C:31]([CH3:34])=[CH:30][N:12]([C@@H:13]2[O:20][C@H:17]([CH2:18][OH:19])[C@@:15]([CH2:21][O:22][CH2:23][C:24]3[CH:29]=[CH:28][CH:27]=[CH:26][CH:25]=3)([OH:16])[CH2:14]2)[C:11]1=[O:35])[C:2]1[CH:7]=[CH:6][CH:5]=[CH:4][CH:3]=1.C1CCC(N=C=NC2CCCCC2)CC1.P(=O)(O)(O)[OH:52]. (2) Reactant: [C:1]([O:9][CH2:10][CH2:11][O:12][CH2:13][CH2:14][N:15]1[C:23]2[C:22](Cl)=[N:21][CH:20]=[N:19][C:18]=2[CH:17]=[CH:16]1)(=[O:8])[C:2]1[CH:7]=[CH:6][CH:5]=[CH:4][CH:3]=1.[NH2:25][C:26]1[CH:31]=[CH:30][C:29]([OH:32])=[CH:28][C:27]=1[Cl:33].C(=O)([O-])[O-].[K+].[K+].CN1CCCC1=O. Product: [C:1]([O:9][CH2:10][CH2:11][O:12][CH2:13][CH2:14][N:15]1[C:23]2[C:22]([O:32][C:29]3[CH:30]=[CH:31][C:26]([NH2:25])=[C:27]([Cl:33])[CH:28]=3)=[N:21][CH:20]=[N:19][C:18]=2[CH:17]=[CH:16]1)(=[O:8])[C:2]1[CH:7]=[CH:6][CH:5]=[CH:4][CH:3]=1. The catalyst class is: 6. (3) Reactant: [NH2:1][C:2]1[CH:21]=[CH:20][CH:19]=[C:18]([C:22]([F:25])([F:24])[F:23])[C:3]=1[O:4][CH2:5][C@H:6]([NH:10][C:11]([O:13][C:14]([CH3:17])([CH3:16])[CH3:15])=[O:12])[C:7](O)=[O:8].CCN=C=NCCCN(C)C. Product: [O:8]=[C:7]1[C@@H:6]([NH:10][C:11](=[O:12])[O:13][C:14]([CH3:17])([CH3:16])[CH3:15])[CH2:5][O:4][C:3]2[C:18]([C:22]([F:25])([F:24])[F:23])=[CH:19][CH:20]=[CH:21][C:2]=2[NH:1]1. The catalyst class is: 31. (4) Reactant: C([O:3][C:4]([C:6]1[CH:7]=[C:8]([C:15](=[O:26])[NH:16][C@@H:17]([C:19]2[CH:24]=[CH:23][C:22]([F:25])=[CH:21][CH:20]=2)[CH3:18])[N:9]2[CH2:14][CH2:13][O:12][CH2:11][C:10]=12)=[O:5])C.[OH-].[Na+].Cl. Product: [F:25][C:22]1[CH:23]=[CH:24][C:19]([C@H:17]([NH:16][C:15]([C:8]2[N:9]3[C:10]([CH2:11][O:12][CH2:13][CH2:14]3)=[C:6]([C:4]([OH:5])=[O:3])[CH:7]=2)=[O:26])[CH3:18])=[CH:20][CH:21]=1. The catalyst class is: 5.